Dataset: Forward reaction prediction with 1.9M reactions from USPTO patents (1976-2016). Task: Predict the product of the given reaction. Given the reactants [N:1]1[CH:6]=[CH:5][C:4]([CH:7]([N:10]2C(=O)C3C(=CC=CC=3)C2=O)[CH2:8][CH3:9])=[N:3][CH:2]=1.O.NN, predict the reaction product. The product is: [N:1]1[CH:6]=[CH:5][C:4]([CH:7]([NH2:10])[CH2:8][CH3:9])=[N:3][CH:2]=1.